From a dataset of Reaction yield outcomes from USPTO patents with 853,638 reactions. Predict the reaction yield, written as a fraction of the theoretical maximum amount of product (1.0 means a 100% yield; for example, 0.34 means a 34% yield). (1) The reactants are [NH2:1][CH2:2][CH2:3][CH2:4][CH2:5][CH2:6][C:7](=[O:29])[CH2:8][S:9][C:10]([C:23]1[CH:28]=[CH:27][CH:26]=[CH:25][CH:24]=1)([C:17]1[CH:22]=[CH:21][CH:20]=[CH:19][CH:18]=1)[C:11]1[CH:16]=[CH:15][CH:14]=[CH:13][CH:12]=1.[C:30]1([N:36]=[C:37]=[O:38])[CH:35]=[CH:34][CH:33]=[CH:32][CH:31]=1. The catalyst is ClCCl. The product is [O:29]=[C:7]([CH2:8][S:9][C:10]([C:11]1[CH:12]=[CH:13][CH:14]=[CH:15][CH:16]=1)([C:17]1[CH:18]=[CH:19][CH:20]=[CH:21][CH:22]=1)[C:23]1[CH:28]=[CH:27][CH:26]=[CH:25][CH:24]=1)[CH2:6][CH2:5][CH2:4][CH2:3][CH2:2][NH:1][C:37]([NH:36][C:30]1[CH:35]=[CH:34][CH:33]=[CH:32][CH:31]=1)=[O:38]. The yield is 0.930. (2) The reactants are I[C:2]1[CH:7]=[CH:6][C:5]([N:8]([CH2:32][CH:33]=[C:34]([CH3:36])[CH3:35])[CH:9]2[CH2:14][CH2:13][N:12]([C:15]([C@@H:17]([NH:22][C:23]([N:25]3[CH2:31][CH2:30][CH2:29][CH2:28][CH2:27][CH2:26]3)=[O:24])[CH2:18][CH:19]([CH3:21])[CH3:20])=[O:16])[CH2:11][CH2:10]2)=[CH:4][CH:3]=1.C(N(CC)CC)C.[C:44]([C:46]1([OH:52])[CH2:51][CH2:50][CH2:49][CH2:48][CH2:47]1)#[CH:45].C#C. The catalyst is C1COCC1.Cl[Pd](Cl)([P](C1C=CC=CC=1)(C1C=CC=CC=1)C1C=CC=CC=1)[P](C1C=CC=CC=1)(C1C=CC=CC=1)C1C=CC=CC=1. The product is [OH:52][C:46]1([C:44]#[C:45][C:2]2[CH:7]=[CH:6][C:5]([N:8]([CH2:32][CH:33]=[C:34]([CH3:36])[CH3:35])[CH:9]3[CH2:14][CH2:13][N:12]([C:15]([C@@H:17]([NH:22][C:23]([N:25]4[CH2:31][CH2:30][CH2:29][CH2:28][CH2:27][CH2:26]4)=[O:24])[CH2:18][CH:19]([CH3:20])[CH3:21])=[O:16])[CH2:11][CH2:10]3)=[CH:4][CH:3]=2)[CH2:51][CH2:50][CH2:49][CH2:48][CH2:47]1. The yield is 0.390. (3) The product is [NH2:1][C:5]1[C:14]2[C:9](=[C:10]([Cl:15])[CH:11]=[CH:12][CH:13]=2)[C:8]([N+:16]([O-:18])=[O:17])=[CH:7][CH:6]=1. The yield is 0.320. The catalyst is CC(O)=O.CCO. The reactants are [NH:1]([C:5]1[C:14]2[C:9](=[C:10]([Cl:15])[CH:11]=[CH:12][CH:13]=2)[CH:8]=[CH:7][CH:6]=1)C(C)=O.[N+:16]([O-])([OH:18])=[O:17].[OH-].[Na+]. (4) The reactants are [N:1]1([C:7]2[CH:8]=[CH:9][C:10]3[O:14][C:13]([C:15](OC)=[O:16])=[CH:12][C:11]=3[CH:19]=2)[CH2:6][CH2:5][NH:4][CH2:3][CH2:2]1.[NH3:20].Cl. The catalyst is O. The product is [N:1]1([C:7]2[CH:8]=[CH:9][C:10]3[O:14][C:13]([C:15]([NH2:20])=[O:16])=[CH:12][C:11]=3[CH:19]=2)[CH2:6][CH2:5][NH:4][CH2:3][CH2:2]1. The yield is 0.731. (5) The reactants are [CH3:1][C:2]1[CH:6]=[C:5]([NH:7][C:8](=[O:15])OCC(Cl)(Cl)Cl)[S:4][N:3]=1.[C:16]1([C:22]2[N:26]=[C:25]([N:27]3[CH2:32][CH2:31][NH:30][CH2:29][CH2:28]3)[S:24][N:23]=2)[CH:21]=[CH:20][CH:19]=[CH:18][CH:17]=1.C(N(C(C)C)CC)(C)C.O. The catalyst is CS(C)=O. The product is [CH3:1][C:2]1[CH:6]=[C:5]([NH:7][C:8]([N:30]2[CH2:31][CH2:32][N:27]([C:25]3[S:24][N:23]=[C:22]([C:16]4[CH:21]=[CH:20][CH:19]=[CH:18][CH:17]=4)[N:26]=3)[CH2:28][CH2:29]2)=[O:15])[S:4][N:3]=1. The yield is 0.295.